From a dataset of Forward reaction prediction with 1.9M reactions from USPTO patents (1976-2016). Predict the product of the given reaction. (1) Given the reactants [CH3:1][CH2:2][O-:3].[Na+].[C:5]([O:13][CH2:14][CH3:15])(=[O:12])[CH2:6][C:7]([O:9][CH2:10][CH3:11])=[O:8].[CH2:16](C(Br)CCOCCC(Br)[CH2:16][C:17]1[CH:22]=[CH:21][CH:20]=[CH:19][CH:18]=1)[C:17]1[CH:22]=[CH:21][CH:20]=[CH:19][CH:18]=1.[CH3:39]CO, predict the reaction product. The product is: [CH2:14]([O:13][C:5](=[O:12])[CH:6]([CH2:39][CH2:1][CH2:2][O:3][CH2:16][C:17]1[CH:22]=[CH:21][CH:20]=[CH:19][CH:18]=1)[C:7]([O:9][CH2:10][CH3:11])=[O:8])[CH3:15]. (2) The product is: [Cl:1][C:2]1[CH:3]=[C:4]([NH:5][C:34]([NH:33][C:27]2[CH:28]=[CH:29][C:30]([F:32])=[CH:31][C:26]=2[F:25])=[O:35])[CH:6]=[C:7]([Cl:24])[C:8]=1[O:9][C:10]1[C:19]2[C:14](=[CH:15][C:16]([O:22][CH3:23])=[C:17]([O:20][CH3:21])[CH:18]=2)[N:13]=[CH:12][CH:11]=1. Given the reactants [Cl:1][C:2]1[CH:3]=[C:4]([CH:6]=[C:7]([Cl:24])[C:8]=1[O:9][C:10]1[C:19]2[C:14](=[CH:15][C:16]([O:22][CH3:23])=[C:17]([O:20][CH3:21])[CH:18]=2)[N:13]=[CH:12][CH:11]=1)[NH2:5].[F:25][C:26]1[CH:31]=[C:30]([F:32])[CH:29]=[CH:28][C:27]=1[N:33]=[C:34]=[O:35], predict the reaction product. (3) The product is: [CH2:28]([O:35][C@H:36]1[C@H:41]([O:42][CH2:43][C:44]2[CH:45]=[CH:46][CH:47]=[CH:48][CH:49]=2)[C@@H:40]([O:50][CH2:51][C:52]2[CH:57]=[CH:56][CH:55]=[CH:54][CH:53]=2)[C@H:39]([C:58]2[CH:63]=[CH:62][C:61]([Cl:64])=[C:60]([CH2:65][C:66]3[CH:67]=[CH:68][C:69]([CH2:72][CH3:73])=[CH:70][CH:71]=3)[CH:59]=2)[C:38](=[O:74])[C@@H:37]1[CH2:75][O:76][CH2:77][C:78]1[CH:79]=[CH:80][CH:81]=[CH:82][CH:83]=1)[C:29]1[CH:34]=[CH:33][CH:32]=[CH:31][CH:30]=1. Given the reactants C(O)(C)(C)C.CC(OI1(OC(C)=O)(OC(C)=O)OC(=O)C2C=CC=CC1=2)=O.[CH2:28]([O:35][C@H:36]1[C@H:41]([O:42][CH2:43][C:44]2[CH:49]=[CH:48][CH:47]=[CH:46][CH:45]=2)[C@@H:40]([O:50][CH2:51][C:52]2[CH:57]=[CH:56][CH:55]=[CH:54][CH:53]=2)[C@H:39]([C:58]2[CH:63]=[CH:62][C:61]([Cl:64])=[C:60]([CH2:65][C:66]3[CH:71]=[CH:70][C:69]([CH2:72][CH3:73])=[CH:68][CH:67]=3)[CH:59]=2)[C@@H:38]([OH:74])[C@@H:37]1[CH2:75][O:76][CH2:77][C:78]1[CH:83]=[CH:82][CH:81]=[CH:80][CH:79]=1)[C:29]1[CH:34]=[CH:33][CH:32]=[CH:31][CH:30]=1.S([O-])([O-])=O.[Na+].[Na+].C(=O)(O)[O-].[Na+], predict the reaction product. (4) Given the reactants [CH3:1][NH:2][CH2:3][CH2:4][CH3:5].[CH3:6][O:7][C:8](=[O:20])[C:9]1[CH:14]=[C:13]([S:15]([CH3:18])(=[O:17])=[O:16])[N:12]=[C:11](Cl)[CH:10]=1.C1(P(C2C=CC=CC=2)C2C=CC3C(=CC=CC=3)C=2C2C3C(=CC=CC=3)C=CC=2P(C2C=CC=CC=2)C2C=CC=CC=2)C=CC=CC=1.C(=O)([O-])[O-].[Cs+].[Cs+], predict the reaction product. The product is: [CH3:6][O:7][C:8](=[O:20])[C:9]1[CH:10]=[C:11]([N:2]([CH3:1])[CH2:3][CH2:4][CH3:5])[N:12]=[C:13]([S:15]([CH3:18])(=[O:17])=[O:16])[CH:14]=1. (5) Given the reactants [CH3:1][N:2]([CH3:19])[CH2:3][CH2:4][CH2:5][N:6]1[C:15]2[C:10](=[CH:11][C:12]([N+:16]([O-])=O)=[CH:13][CH:14]=2)[CH2:9][CH2:8][CH2:7]1.O.NN, predict the reaction product. The product is: [CH3:19][N:2]([CH3:1])[CH2:3][CH2:4][CH2:5][N:6]1[C:15]2[C:10](=[CH:11][C:12]([NH2:16])=[CH:13][CH:14]=2)[CH2:9][CH2:8][CH2:7]1. (6) Given the reactants [F:1][C:2]1[CH:7]=[CH:6][CH:5]=[CH:4][C:3]=1[C:8]1[N:13]=[CH:12][C:11]([OH:14])=[CH:10][CH:9]=1.BrC1C=CC([N+]([O-])=O)=CN=1.FC1C=CC=CC=1B(O)O.C(=O)([O-])[O-].[K+].[K+].Br[CH2:42][CH2:43][N:44]1[C:52](=[O:53])[C:51]2[C:46](=[CH:47][CH:48]=[CH:49][CH:50]=2)[C:45]1=[O:54], predict the reaction product. The product is: [F:1][C:2]1[CH:7]=[CH:6][CH:5]=[CH:4][C:3]=1[C:8]1[N:13]=[CH:12][C:11]([O:14][CH2:42][CH2:43][N:44]2[C:45](=[O:54])[C:46]3[C:51](=[CH:50][CH:49]=[CH:48][CH:47]=3)[C:52]2=[O:53])=[CH:10][CH:9]=1. (7) Given the reactants [F:1][C:2]1[CH:3]=[C:4]([CH:7]=[CH:8][C:9]=1[O:10][CH3:11])[CH:5]=O.C(O)(=O)[CH2:13][C:14]([OH:16])=[O:15], predict the reaction product. The product is: [F:1][C:2]1[CH:3]=[C:4]([CH:5]=[CH:13][C:14]([OH:16])=[O:15])[CH:7]=[CH:8][C:9]=1[O:10][CH3:11].